Task: Predict the reactants needed to synthesize the given product.. Dataset: Full USPTO retrosynthesis dataset with 1.9M reactions from patents (1976-2016) (1) Given the product [Cl:7][C:8]1[CH:9]=[C:10]([CH2:22][C:23]([O:25][CH3:26])=[O:24])[CH:11]=[CH:12][C:13]=1[C:32]1[CH:33]=[CH:34][C:29]([O:28][CH3:27])=[CH:30][CH:31]=1, predict the reactants needed to synthesize it. The reactants are: C(=O)([O-])[O-].[Na+].[Na+].[Cl:7][C:8]1[CH:9]=[C:10]([CH2:22][C:23]([O:25][CH3:26])=[O:24])[CH:11]=[CH:12][C:13]=1OS(C(F)(F)F)(=O)=O.[CH3:27][O:28][C:29]1[CH:34]=[CH:33][C:32](B(O)O)=[CH:31][CH:30]=1.O. (2) The reactants are: [N+:1]([C:4]1[CH:12]=[CH:11][CH:10]=[C:9]2[C:5]=1[CH2:6][N:7]([CH2:14][C:15]1[CH:20]=[CH:19][CH:18]=[C:17]([CH2:21][SiH3:22])[CH:16]=1)[C:8]2=[O:13])([O-])=O. Given the product [NH2:1][C:4]1[CH:12]=[CH:11][CH:10]=[C:9]2[C:5]=1[CH2:6][N:7]([CH2:14][C:15]1[CH:20]=[CH:19][CH:18]=[C:17]([CH2:21][SiH3:22])[CH:16]=1)[C:8]2=[O:13], predict the reactants needed to synthesize it. (3) Given the product [C:1]([C:3]1[C:4]([N:15]2[CH2:16][CH2:17][CH:18]([C:21](=[O:23])[NH:36][S:33]([CH2:32][C:26]3[CH:27]=[CH:28][C:29]([F:31])=[CH:30][C:25]=3[F:24])(=[O:34])=[O:35])[CH2:19][CH2:20]2)=[N:5][C:6]([CH3:14])=[C:7]([CH:8]=1)[C:9]([O:11][CH2:12][CH3:13])=[O:10])#[N:2], predict the reactants needed to synthesize it. The reactants are: [C:1]([C:3]1[C:4]([N:15]2[CH2:20][CH2:19][CH:18]([C:21]([OH:23])=O)[CH2:17][CH2:16]2)=[N:5][C:6]([CH3:14])=[C:7]([C:9]([O:11][CH2:12][CH3:13])=[O:10])[CH:8]=1)#[N:2].[F:24][C:25]1[CH:30]=[C:29]([F:31])[CH:28]=[CH:27][C:26]=1[CH2:32][S:33]([NH2:36])(=[O:35])=[O:34]. (4) Given the product [C:3]([O:7][C:8]([NH:9][C:10]1[C:19]2[C:14](=[CH:15][CH:16]=[CH:17][CH:18]=2)[C:13]([O:20][C:21]2[CH:26]=[CH:25][N:24]=[C:23]([NH:29][C:30]3[CH:31]=[C:32]([CH:36]=[C:37]([C:39]#[C:40][Si:41]([CH:42]([CH3:44])[CH3:43])([CH:48]([CH3:50])[CH3:49])[CH:45]([CH3:47])[CH3:46])[CH:38]=3)[C:33]([OH:35])=[O:34])[CH:22]=2)=[CH:12][CH:11]=1)=[O:28])([CH3:6])([CH3:5])[CH3:4], predict the reactants needed to synthesize it. The reactants are: N#N.[C:3]([O:7][C:8](=[O:28])[NH:9][C:10]1[C:19]2[C:14](=[CH:15][CH:16]=[CH:17][CH:18]=2)[C:13]([O:20][C:21]2[CH:26]=[CH:25][N:24]=[C:23](Cl)[CH:22]=2)=[CH:12][CH:11]=1)([CH3:6])([CH3:5])[CH3:4].[NH2:29][C:30]1[CH:31]=[C:32]([CH:36]=[C:37]([C:39]#[C:40][Si:41]([CH:48]([CH3:50])[CH3:49])([CH:45]([CH3:47])[CH3:46])[CH:42]([CH3:44])[CH3:43])[CH:38]=1)[C:33]([OH:35])=[O:34].C([O-])([O-])=O.[Cs+].[Cs+].C1C=CC(P(C2C(C3C(P(C4C=CC=CC=4)C4C=CC=CC=4)=CC=C4C=3C=CC=C4)=C3C(C=CC=C3)=CC=2)C2C=CC=CC=2)=CC=1. (5) Given the product [CH2:5]1[C:6]2[C:11](=[CH:10][CH:9]=[CH:8][CH:7]=2)[CH2:3][CH:4]1[N:12]([CH2:21][CH2:22][CH:23]1[CH2:27][CH2:26][CH2:25][N:24]1[CH3:28])[C:13]1[CH:18]=[CH:17][CH:16]=[CH:15][CH:14]=1, predict the reactants needed to synthesize it. The reactants are: [NH2-].[Na+].[CH2:3]1[C:11]2[C:6](=[CH:7][CH:8]=[CH:9][CH:10]=2)[CH2:5][CH:4]1[NH:12][C:13]1[CH:18]=[CH:17][CH:16]=[CH:15][CH:14]=1.Cl.Cl[CH2:21][CH2:22][CH:23]1[CH2:27][CH2:26][CH2:25][N:24]1[CH3:28]. (6) Given the product [Br:1][C:2]1[CH:3]=[C:4]([CH:8]([O:16][Si:17]([CH:21]([CH3:23])[CH3:22])([CH:24]([CH3:26])[CH3:25])[CH:18]([CH3:19])[CH3:20])[C:9]2[CH:10]=[C:11]([CH:14]=[O:15])[S:12][CH:13]=2)[CH:5]=[CH:6][CH:7]=1, predict the reactants needed to synthesize it. The reactants are: [Br:1][C:2]1[CH:3]=[C:4]([CH:8]([O:16][Si:17]([CH:24]([CH3:26])[CH3:25])([CH:21]([CH3:23])[CH3:22])[CH:18]([CH3:20])[CH3:19])[C:9]2[CH:10]=[C:11]([CH2:14][OH:15])[S:12][CH:13]=2)[CH:5]=[CH:6][CH:7]=1.